Dataset: Forward reaction prediction with 1.9M reactions from USPTO patents (1976-2016). Task: Predict the product of the given reaction. (1) Given the reactants ClN1C(=O)CCC1=O.[Br:9][C:10]1[CH:11]=[C:12]([SH:16])[CH:13]=[CH:14][CH:15]=1.[Cl:17][C:18]1[CH:26]=[C:25]2[C:21]([CH:22]=[CH:23][NH:24]2)=[CH:20][CH:19]=1, predict the reaction product. The product is: [Br:9][C:10]1[CH:11]=[C:12]([S:16][C:22]2[C:21]3[C:25](=[CH:26][C:18]([Cl:17])=[CH:19][CH:20]=3)[NH:24][CH:23]=2)[CH:13]=[CH:14][CH:15]=1. (2) Given the reactants [C:1]([C:4]1(C)[CH2:9][CH2:8][N:7]([C:10]([O:12][C:13]([CH3:16])([CH3:15])[CH3:14])=[O:11])[CH2:6][CH2:5]1)(=O)N.[OH-].[K+].Br[N:21]1C(C)(C)C(=O)N(Br)C1=O.S([O-])([O-])=O.[Na+].[Na+].[O-]P([O-])([O-])=O.[K+].[K+].[K+], predict the reaction product. The product is: [NH2:21][C:4]1([CH3:1])[CH2:9][CH2:8][N:7]([C:10]([O:12][C:13]([CH3:16])([CH3:15])[CH3:14])=[O:11])[CH2:6][CH2:5]1. (3) Given the reactants [CH3:1][O:2][C:3]1[CH:8]=[C:7]([O:9][CH3:10])[CH:6]=[CH:5][C:4]=1[C:11]1[C:12](=O)[N:13](C2CCCCO2)[N:14]=[CH:15][C:16]=1[CH3:17].C(=O)([O-])[O-].[K+].[K+].P(Cl)(Cl)([Cl:33])=O, predict the reaction product. The product is: [Cl:33][C:12]1[N:13]=[N:14][CH:15]=[C:16]([CH3:17])[C:11]=1[C:4]1[CH:5]=[CH:6][C:7]([O:9][CH3:10])=[CH:8][C:3]=1[O:2][CH3:1].